Regression/Classification. Given a drug SMILES string, predict its absorption, distribution, metabolism, or excretion properties. Task type varies by dataset: regression for continuous measurements (e.g., permeability, clearance, half-life) or binary classification for categorical outcomes (e.g., BBB penetration, CYP inhibition). For this dataset (ppbr_az), we predict Y. From a dataset of Plasma protein binding rate (PPBR) regression data from AstraZeneca. (1) The compound is O=C1Nc2cc(C(F)(F)F)ccc2C1(O)c1cc(Cl)ccc1O. The Y is 98.5 %. (2) The compound is N#Cc1ccc2ccc(=O)n(CCN3CC[C@@H](NCc4ccc5c(n4)NC(=O)CO5)[C@@H](F)C3)c2c1. The Y is 79.5 %. (3) The drug is COCCNC(=O)c1ccc(Nc2ncc3cc(-c4ccncc4OC)ccc3n2)cc1. The Y is 99.8 %.